This data is from Reaction yield outcomes from USPTO patents with 853,638 reactions. The task is: Predict the reaction yield, written as a fraction of the theoretical maximum amount of product (1.0 means a 100% yield; for example, 0.34 means a 34% yield). (1) The catalyst is O1CCCC1. The product is [CH3:25][O:24][C:20](=[O:23])/[C:21](/[I:26])=[CH:22]\[CH:8]1[CH2:12][CH2:11][CH2:10][CH2:9]1. The yield is 0.970. The reactants are [Cl-].[Li+].[Cu](C#N)C#N.[CH:8]1([Mg]Cl)[CH2:12][CH2:11][CH2:10][CH2:9]1.C(OCC)C.[C:20]([O:24][CH3:25])(=[O:23])[C:21]#[CH:22].[I:26]I. (2) The reactants are [C:1]1([C:7]2[NH:8][CH:9]=CN=2)[CH:6]=[CH:5][CH:4]=[CH:3][CH:2]=1.C([N:14]([CH2:17]C)CC)C.COC1C=CC(C(Cl)(C2C=CC=CC=2)C2C=CC(OC)=CC=2)=CC=1.[NH2:43][C@H:44]([CH2:49][C:50]1[C:58]2[C:53](=[CH:54][CH:55]=[CH:56][CH:57]=2)[N:52]([CH3:59])[CH:51]=1)[C:45]([O:47][CH3:48])=[O:46].ClC(Cl)([O:63][C:64](=O)[O:65]C(Cl)(Cl)Cl)Cl. The catalyst is CN(C=O)C.C(Cl)Cl.CN(C1C=CN=CC=1)C. The product is [NH:14]1[CH:17]=[C:7]([C:1]2[CH:2]=[CH:3][CH:4]=[CH:5][C:6]=2[O:65][C:64]([NH:43][C@H:44]([CH2:49][C:50]2[C:58]3[C:53](=[CH:54][CH:55]=[CH:56][CH:57]=3)[N:52]([CH3:59])[CH:51]=2)[C:45]([O:47][CH3:48])=[O:46])=[O:63])[N:8]=[CH:9]1. The yield is 0.210. (3) The catalyst is C(Cl)(Cl)Cl. The reactants are [NH2:1][C:2]1[CH:7]=[CH:6][N:5]([C:8]2[S:9][C:10]([C:14]([NH:16][CH2:17][C:18]3[CH:23]=[CH:22][CH:21]=[CH:20][CH:19]=3)=[O:15])=[C:11]([CH3:13])[N:12]=2)[C:4](=[O:24])[CH:3]=1.FC(F)(F)C(O)=O.[CH:32](=O)[C:33]1[CH:38]=[CH:37][CH:36]=[CH:35][CH:34]=1.C([SiH](CC)CC)C. The product is [CH2:17]([NH:16][C:14]([C:10]1[S:9][C:8]([N:5]2[CH:6]=[CH:7][C:2]([NH:1][CH2:32][C:33]3[CH:38]=[CH:37][CH:36]=[CH:35][CH:34]=3)=[CH:3][C:4]2=[O:24])=[N:12][C:11]=1[CH3:13])=[O:15])[C:18]1[CH:23]=[CH:22][CH:21]=[CH:20][CH:19]=1. The yield is 0.790. (4) The reactants are [Cl:1][C:2]1[CH:7]=[C:6]([NH:8][C@@H:9]2[CH2:14][CH2:13][C@H:12]([C:15]([NH:17][CH:18]([CH3:20])[CH3:19])=[O:16])[CH2:11][CH2:10]2)[C:5]([N+:21]([O-])=O)=[CH:4][N:3]=1.Cl[Sn]Cl. The catalyst is CO. The product is [NH2:21][C:5]1[C:6]([NH:8][C@@H:9]2[CH2:10][CH2:11][C@H:12]([C:15]([NH:17][CH:18]([CH3:20])[CH3:19])=[O:16])[CH2:13][CH2:14]2)=[CH:7][C:2]([Cl:1])=[N:3][CH:4]=1. The yield is 0.440. (5) The reactants are [Cl:1][C:2]1[CH:7]=[C:6]([C:8]2[CH:13]=[N:12][CH:11]=[C:10]([CH3:14])[N:9]=2)[CH:5]=[CH:4][C:3]=1[C:15]1[C:27](=[O:28])[N:26]([CH2:29][CH2:30][C@H:31]2[CH2:35][O:34][C:33]([CH3:37])([CH3:36])[O:32]2)[C:18]2[N:19]=[C:20](S(C)=O)[N:21]=[CH:22][C:17]=2[CH:16]=1.Cl.[CH2:39]([NH2:41])[CH3:40].CCN(C(C)C)C(C)C. The catalyst is CC(O)C. The product is [Cl:1][C:2]1[CH:7]=[C:6]([C:8]2[CH:13]=[N:12][CH:11]=[C:10]([CH3:14])[N:9]=2)[CH:5]=[CH:4][C:3]=1[C:15]1[C:27](=[O:28])[N:26]([CH2:29][CH2:30][C@H:31]2[CH2:35][O:34][C:33]([CH3:37])([CH3:36])[O:32]2)[C:18]2[N:19]=[C:20]([NH:41][CH2:39][CH3:40])[N:21]=[CH:22][C:17]=2[CH:16]=1. The yield is 0.836.